From a dataset of Full USPTO retrosynthesis dataset with 1.9M reactions from patents (1976-2016). Predict the reactants needed to synthesize the given product. Given the product [S:28](=[O:30])(=[O:29])([O:19][CH2:18][CH2:17][CH2:16][CH2:15][CH2:14][CH2:13][CH2:12][O:11][S:1]([C:4]1[CH:5]=[CH:6][C:7]([CH3:8])=[CH:9][CH:10]=1)(=[O:2])=[O:3])[NH2:31], predict the reactants needed to synthesize it. The reactants are: [S:1]([O:11][CH2:12][CH2:13][CH2:14][CH2:15][CH2:16][CH2:17][CH2:18][OH:19])([C:4]1[CH:10]=[CH:9][C:7]([CH3:8])=[CH:6][CH:5]=1)(=[O:3])=[O:2].CCN(CC)CC.Cl[S:28]([N:31]=C=O)(=[O:30])=[O:29].C(O)=O.